Dataset: Reaction yield outcomes from USPTO patents with 853,638 reactions. Task: Predict the reaction yield, written as a fraction of the theoretical maximum amount of product (1.0 means a 100% yield; for example, 0.34 means a 34% yield). (1) The reactants are [CH2:1]([C:4]1[C:8]([CH2:9][CH2:10][CH2:11][OH:12])=[CH:7][N:6]([C:13]2[CH:18]=[CH:17][C:16]([C:19]([F:22])([F:21])[F:20])=[CH:15][N:14]=2)[N:5]=1)[CH2:2][CH3:3].[CH2:23]([O:25][C:26]1[CH:31]=[CH:30][C:29]([CH2:32][C:33]([O:35]C)=[O:34])=[CH:28][C:27]=1O)[CH3:24].C(P(CCCC)CCCC)CCC.N(C(N1CCCCC1)=O)=NC(N1CCCCC1)=O. The catalyst is O1CCCC1. The product is [CH2:23]([O:25][C:26]1[CH:31]=[CH:30][C:29]([CH2:32][C:33]([OH:35])=[O:34])=[CH:28][C:27]=1[O:12][CH2:11][CH2:10][CH2:9][C:8]1[C:4]([CH2:1][CH2:2][CH3:3])=[N:5][N:6]([C:13]2[CH:18]=[CH:17][C:16]([C:19]([F:21])([F:20])[F:22])=[CH:15][N:14]=2)[CH:7]=1)[CH3:24]. The yield is 0.860. (2) The reactants are [N:1]1([C:7]2[CH:16]=[CH:15][CH:14]=[C:13]3[C:8]=2[C:9]([NH2:18])=[N:10][C:11]([NH2:17])=[N:12]3)[CH2:6][CH2:5][NH:4][CH2:3][CH2:2]1.[F:19][C:20]([F:31])([F:30])[O:21][C:22]1[CH:29]=[CH:28][CH:27]=[CH:26][C:23]=1[CH2:24]Br. No catalyst specified. The product is [F:19][C:20]([F:30])([F:31])[O:21][C:22]1[CH:29]=[CH:28][CH:27]=[CH:26][C:23]=1[CH2:24][N:4]1[CH2:5][CH2:6][N:1]([C:7]2[CH:16]=[CH:15][CH:14]=[C:13]3[C:8]=2[C:9]([NH2:18])=[N:10][C:11]([NH2:17])=[N:12]3)[CH2:2][CH2:3]1. The yield is 0.540. (3) The reactants are [CH2:1]([C:3]([O:13][CH2:14][CH2:15][CH2:16][CH2:17]/[CH:18]=[CH:19]\[CH2:20]/[CH:21]=[CH:22]\[CH2:23]/[CH:24]=[CH:25]\[CH2:26]/[CH:27]=[CH:28]\[CH2:29]/[CH:30]=[CH:31]\[CH2:32][CH3:33])([CH2:11][CH3:12])[C:4]([O:6]C(C)(C)C)=[O:5])[CH3:2]. The catalyst is C(O)=O. The product is [CH2:1]([C:3]([O:13][CH2:14][CH2:15][CH2:16][CH2:17]/[CH:18]=[CH:19]\[CH2:20]/[CH:21]=[CH:22]\[CH2:23]/[CH:24]=[CH:25]\[CH2:26]/[CH:27]=[CH:28]\[CH2:29]/[CH:30]=[CH:31]\[CH2:32][CH3:33])([CH2:11][CH3:12])[C:4]([OH:6])=[O:5])[CH3:2]. The yield is 0.740. (4) The reactants are [C:1]12([C:11]3[CH:21]=[CH:20][C:14]([O:15][CH2:16][C:17](O)=[O:18])=[CH:13][CH:12]=3)[CH2:10][CH:5]3[CH2:6][CH:7]([CH2:9][CH:3]([CH2:4]3)[CH2:2]1)[CH2:8]2.O.[NH2:23][C:24]12[CH2:33][CH:28]3[CH2:29][CH:30]([CH2:32][C:26]([OH:34])([CH2:27]3)[CH2:25]1)[CH2:31]2. No catalyst specified. The product is [C:1]12([C:11]3[CH:21]=[CH:20][C:14]([O:15][CH2:16][C:17]([NH:23][C:24]45[CH2:33][CH:28]6[CH2:29][CH:30]([CH2:32][C:26]([OH:34])([CH2:27]6)[CH2:25]4)[CH2:31]5)=[O:18])=[CH:13][CH:12]=3)[CH2:2][CH:3]3[CH2:9][CH:7]([CH2:6][CH:5]([CH2:4]3)[CH2:10]1)[CH2:8]2. The yield is 0.904. (5) The reactants are [N+:1]([C:4]1[CH:8]=[C:7]([CH2:9][OH:10])[NH:6][N:5]=1)([O-:3])=[O:2].C([O-])([O-])=O.[Cs+].[Cs+].[CH3:17][C:18]1([CH3:21])[CH2:20][O:19]1. No catalyst specified. The product is [OH:10][CH2:9][C:7]1[N:6]([CH2:17][C:18]([CH3:21])([OH:19])[CH3:20])[N:5]=[C:4]([N+:1]([O-:3])=[O:2])[CH:8]=1. The yield is 0.380. (6) The reactants are Br[C:2]1[CH:9]=[CH:8][C:5]([C:6]#[N:7])=[CH:4][C:3]=1[O:10][CH3:11].CC1(C)C(C)(C)OB([C:20]2[CH:21]=[C:22]([CH:26]=[O:27])[CH:23]=[N:24][CH:25]=2)O1.C([O-])([O-])=O.[Na+].[Na+]. The catalyst is O1CCOCC1.Cl[Pd](Cl)([P](C1C=CC=CC=1)(C1C=CC=CC=1)C1C=CC=CC=1)[P](C1C=CC=CC=1)(C1C=CC=CC=1)C1C=CC=CC=1. The product is [CH:26]([C:22]1[CH:21]=[C:20]([C:2]2[CH:9]=[CH:8][C:5]([C:6]#[N:7])=[CH:4][C:3]=2[O:10][CH3:11])[CH:25]=[N:24][CH:23]=1)=[O:27]. The yield is 1.00.